Dataset: Reaction yield outcomes from USPTO patents with 853,638 reactions. Task: Predict the reaction yield, written as a fraction of the theoretical maximum amount of product (1.0 means a 100% yield; for example, 0.34 means a 34% yield). (1) The reactants are [CH3:1][OH:2].[H-].[Na+].F[C:6]1[C:11]([O:12][CH3:13])=[C:10]([N+:14]([O-:16])=[O:15])[CH:9]=[CH:8][C:7]=1[N:17]1[CH2:22][CH2:21][N:20]([C:23](=[O:25])[CH3:24])[CH2:19][CH2:18]1. The catalyst is CC(N(C)C)=O. The product is [CH3:1][O:2][C:6]1[C:11]([O:12][CH3:13])=[C:10]([N+:14]([O-:16])=[O:15])[CH:9]=[CH:8][C:7]=1[N:17]1[CH2:22][CH2:21][N:20]([C:23](=[O:25])[CH3:24])[CH2:19][CH2:18]1. The yield is 0.120. (2) The product is [CH2:20]([O:15][C:9]1[CH:10]=[CH:11][CH:12]=[C:13]([Cl:14])[C:8]=1[C:3]1[CH:4]=[CH:5][CH:6]=[CH:7][C:2]=1[Cl:1])[CH:19]=[CH2:18]. The yield is 1.00. The reactants are [Cl:1][C:2]1[CH:7]=[CH:6][CH:5]=[CH:4][C:3]=1[C:8]1[C:9]([OH:15])=[CH:10][CH:11]=[CH:12][C:13]=1[Cl:14].[H-].[Na+].[CH2:18](Br)[CH:19]=[CH2:20]. The catalyst is CN(C=O)C. (3) The reactants are [Cl:1][C:2]1[CH:3]=[C:4]([S:8]([CH:11]2[CH2:16][CH2:15][NH:14][CH2:13][CH2:12]2)(=[O:10])=[O:9])[CH:5]=[CH:6][CH:7]=1.Cl[C:18]1[CH:23]=[CH:22][C:21]([C:24]([F:27])([F:26])[F:25])=[CH:20][N:19]=1.CCN(C(C)C)C(C)C. The catalyst is O1CCOCC1. The product is [Cl:1][C:2]1[CH:3]=[C:4]([S:8]([CH:11]2[CH2:16][CH2:15][N:14]([C:18]3[CH:23]=[CH:22][C:21]([C:24]([F:27])([F:26])[F:25])=[CH:20][N:19]=3)[CH2:13][CH2:12]2)(=[O:10])=[O:9])[CH:5]=[CH:6][CH:7]=1. The yield is 0.640.